This data is from Forward reaction prediction with 1.9M reactions from USPTO patents (1976-2016). The task is: Predict the product of the given reaction. (1) Given the reactants [CH3:1][O:2][C:3](=[O:13])[C:4]1[CH:9]=[C:8]([F:10])[CH:7]=[CH:6][C:5]=1[CH2:11]Br.[N-:14]=[N+]=[N-].[Na+].[ClH:18], predict the reaction product. The product is: [ClH:18].[NH2:14][CH2:11][C:5]1[CH:6]=[CH:7][C:8]([F:10])=[CH:9][C:4]=1[C:3]([O:2][CH3:1])=[O:13]. (2) Given the reactants [Cl:1][C:2]1[CH:18]=[CH:17][C:5]2[CH2:6][CH2:7][N:8]([C:11](=[O:16])[C:12]([F:15])([F:14])[F:13])[CH2:9][CH2:10][C:4]=2[C:3]=1OS(C(F)(F)F)(=O)=O.[CH:27]1([S:33][C:34]2[CH:41]=[CH:40][C:37]([CH2:38][NH2:39])=[CH:36][CH:35]=2)[CH2:32][CH2:31][CH2:30][CH2:29][CH2:28]1, predict the reaction product. The product is: [Cl:1][C:2]1[CH:18]=[CH:17][C:5]2[CH2:6][CH2:7][N:8]([C:11](=[O:16])[C:12]([F:15])([F:14])[F:13])[CH2:9][CH2:10][C:4]=2[C:3]=1[NH:39][CH2:38][C:37]1[CH:40]=[CH:41][C:34]([S:33][CH:27]2[CH2:28][CH2:29][CH2:30][CH2:31][CH2:32]2)=[CH:35][CH:36]=1. (3) The product is: [C:1]([C:3]1([C:16]2[C:24]3[O:23][C:22]([CH3:26])([CH3:25])[O:21][C:20]=3[C:19]([O:27][CH3:28])=[CH:18][CH:17]=2)[CH2:4][CH2:5][C:6](=[O:7])[CH:11]([C:12]([O:14][CH3:15])=[O:13])[CH2:10]1)#[N:2]. Given the reactants [C:1]([C:3]([C:16]1[C:24]2[O:23][C:22]([CH3:26])([CH3:25])[O:21][C:20]=2[C:19]([O:27][CH3:28])=[CH:18][CH:17]=1)([CH2:10][CH2:11][C:12]([O:14][CH3:15])=[O:13])[CH2:4][CH2:5][C:6](OC)=[O:7])#[N:2].[H-].[Na+].Cl, predict the reaction product. (4) Given the reactants [N:1]([C:4]1[CH:9]=[CH:8][C:7]([F:10])=[CH:6][C:5]=1Br)=[N+:2]=[N-:3].[O:12]1[CH2:17][CH2:16][CH2:15][CH2:14][CH:13]1[N:18]1[C:22](B2OC(C)(C)C(C)(C)O2)=[CH:21][CH:20]=[N:19]1.C([O-])([O-])=O.[Na+].[Na+].COCCOC, predict the reaction product. The product is: [N:1]([C:4]1[CH:9]=[CH:8][C:7]([F:10])=[CH:6][C:5]=1[C:22]1[N:18]([CH:13]2[CH2:14][CH2:15][CH2:16][CH2:17][O:12]2)[N:19]=[CH:20][CH:21]=1)=[N+:2]=[N-:3]. (5) Given the reactants [CH3:1][C@@H:2]1[N:13]([C:14]([O:16][C:17]([CH3:20])([CH3:19])[CH3:18])=[O:15])[CH2:12][CH2:11][C@@:4]2([NH:8][S:7](=[O:10])(=[O:9])[CH2:6][CH2:5]2)[CH2:3]1.P([O-])([O-])([O-])=O.[K+].[K+].[K+].Br[C:30]1[CH:35]=[CH:34][CH:33]=[CH:32][N:31]=1.CNCCNC, predict the reaction product. The product is: [CH3:1][C@@H:2]1[N:13]([C:14]([O:16][C:17]([CH3:19])([CH3:18])[CH3:20])=[O:15])[CH2:12][CH2:11][C@@:4]2([N:8]([C:30]3[CH:35]=[CH:34][CH:33]=[CH:32][N:31]=3)[S:7](=[O:9])(=[O:10])[CH2:6][CH2:5]2)[CH2:3]1. (6) Given the reactants [CH2:1]([C:3]1[CH:8]=[CH:7][CH:6]=[C:5]([CH2:9][CH3:10])[C:4]=1[NH:11][C:12]([C:14]1[CH:18]=[C:17]([C:19]2[C:24](Br)=[CH:23][N:22]=[C:21]([NH2:26])[N:20]=2)[N:16]([CH3:27])[CH:15]=1)=[O:13])[CH3:2].[CH3:28][Al](C)C, predict the reaction product. The product is: [CH2:1]([C:3]1[CH:8]=[CH:7][CH:6]=[C:5]([CH2:9][CH3:10])[C:4]=1[NH:11][C:12]([C:14]1[CH:18]=[C:17]([C:19]2[C:24]([CH3:28])=[CH:23][N:22]=[C:21]([NH2:26])[N:20]=2)[N:16]([CH3:27])[CH:15]=1)=[O:13])[CH3:2]. (7) Given the reactants [C:1]([O:9][C:10]1[C:15](=[O:16])[N:14]2[CH2:17][CH2:18][CH2:19][CH:20](Br)[C:13]2=[N:12][C:11]=1[C:22]([O:24][CH3:25])=[O:23])(=[O:8])[C:2]1[CH:7]=[CH:6][CH:5]=[CH:4][CH:3]=1.C(N(CC)CC)C, predict the reaction product. The product is: [C:1]([O:9][C:10]1[C:15](=[O:16])[N:14]2[CH2:17][CH2:18][CH:19]=[CH:20][C:13]2=[N:12][C:11]=1[C:22]([O:24][CH3:25])=[O:23])(=[O:8])[C:2]1[CH:3]=[CH:4][CH:5]=[CH:6][CH:7]=1.